From a dataset of Peptide-MHC class I binding affinity with 185,985 pairs from IEDB/IMGT. Regression. Given a peptide amino acid sequence and an MHC pseudo amino acid sequence, predict their binding affinity value. This is MHC class I binding data. (1) The peptide sequence is ETTNWLWTF. The binding affinity (normalized) is 0.213. The MHC is HLA-B83:01 with pseudo-sequence HLA-B83:01. (2) The peptide sequence is VLKLRFWLI. The MHC is HLA-A69:01 with pseudo-sequence HLA-A69:01. The binding affinity (normalized) is 0.0847. (3) The peptide sequence is AVYQEALRK. The MHC is HLA-A03:01 with pseudo-sequence HLA-A03:01. The binding affinity (normalized) is 0.532. (4) The peptide sequence is AYQPTRWFI. The MHC is HLA-A24:03 with pseudo-sequence HLA-A24:03. The binding affinity (normalized) is 0.936. (5) The peptide sequence is RFPVVSGV. The MHC is Mamu-A01 with pseudo-sequence Mamu-A01. The binding affinity (normalized) is 0. (6) The peptide sequence is VYALCTLLHL. The MHC is Patr-A0701 with pseudo-sequence Patr-A0701. The binding affinity (normalized) is 0.462. (7) The peptide sequence is YVPTEFWGF. The MHC is HLA-A01:01 with pseudo-sequence HLA-A01:01. The binding affinity (normalized) is 0.0847. (8) The peptide sequence is IPCRDVVL. The MHC is HLA-B53:01 with pseudo-sequence HLA-B53:01. The binding affinity (normalized) is 0.00172.